Dataset: Full USPTO retrosynthesis dataset with 1.9M reactions from patents (1976-2016). Task: Predict the reactants needed to synthesize the given product. (1) Given the product [C:18]([C@@H:17]([NH:16][C:8]([C:5]1[CH:4]=[C:3]([O:11][CH2:12][CH:13]2[CH2:15][CH2:14]2)[C:2]([Cl:1])=[CH:7][N:6]=1)=[O:10])[CH2:21][CH:22]1[CH2:24][CH2:23]1)(=[O:19])[NH2:20], predict the reactants needed to synthesize it. The reactants are: [Cl:1][C:2]1[C:3]([O:11][CH2:12][CH:13]2[CH2:15][CH2:14]2)=[CH:4][C:5]([C:8]([OH:10])=O)=[N:6][CH:7]=1.[NH2:16][C@@H:17]([CH2:21][CH:22]1[CH2:24][CH2:23]1)[C:18]([NH2:20])=[O:19]. (2) Given the product [NH:8]1[CH2:9][CH2:10][CH:11]([N:14]2[C:27]3[CH:26]=[CH:25][C:24]([C:28]4[CH:29]=[N:30][CH:31]=[CH:32][CH:33]=4)=[CH:23][C:22]=3[O:21][C:20]3[C:15]2=[CH:16][CH:17]=[CH:18][CH:19]=3)[CH2:12][CH2:13]1.[C:66]([OH:72])([C:68]([F:71])([F:70])[F:69])=[O:67], predict the reactants needed to synthesize it. The reactants are: C(OC([N:8]1[CH2:13][CH2:12][CH:11]([N:14]2[C:27]3[CH:26]=[CH:25][C:24]([C:28]4[CH:29]=[N:30][CH:31]=[CH:32][CH:33]=4)=[CH:23][C:22]=3[O:21][C:20]3[C:15]2=[CH:16][CH:17]=[CH:18][CH:19]=3)[CH2:10][CH2:9]1)=O)(C)(C)C.C(OC(N1CCC(N2C3C=CC(C4NN=NN=4)=CC=3OC3C2=CC=CC=3)CC1)=O)(C)(C)C.[C:66]([OH:72])([C:68]([F:71])([F:70])[F:69])=[O:67].Cl. (3) The reactants are: [NH2:1][C:2]1[S:6][C:5]2[CH:7]=[CH:8][CH:9]=[CH:10][C:4]=2[C:3]=1[C:11]([O:13][CH2:14][CH3:15])=[O:12].F[C:17]1[CH:22]=[CH:21][CH:20]=[CH:19][C:18]=1[N+:23]([O-:25])=[O:24].C(=O)([O-])[O-].[K+].[K+]. Given the product [N+:23]([C:18]1[CH:19]=[CH:20][CH:21]=[CH:22][C:17]=1[NH:1][C:2]1[S:6][C:5]2[CH:7]=[CH:8][CH:9]=[CH:10][C:4]=2[C:3]=1[C:11]([O:13][CH2:14][CH3:15])=[O:12])([O-:25])=[O:24], predict the reactants needed to synthesize it. (4) Given the product [NH2:14][C:12]1[CH:11]=[C:10]([NH:17][C:18](=[O:20])[CH3:19])[CH:9]=[C:8]([C:3]2[C:2]([F:1])=[CH:7][CH:6]=[CH:5][N:4]=2)[CH:13]=1, predict the reactants needed to synthesize it. The reactants are: [F:1][C:2]1[C:3]([C:8]2[CH:9]=[C:10]([NH:17][C:18](=[O:20])[CH3:19])[CH:11]=[C:12]([N+:14]([O-])=O)[CH:13]=2)=[N:4][CH:5]=[CH:6][CH:7]=1.[NH4+].[Cl-]. (5) Given the product [C:17]([O:16][C:14]([N:11]1[CH2:10][CH2:9][N:8]([C:4]2[C:3]([C@H:21]([CH3:22])[CH2:23][C:24]([OH:26])=[O:25])=[C:2]([I:1])[N:7]=[CH:6][N:5]=2)[CH2:13][CH2:12]1)=[O:15])([CH3:20])([CH3:18])[CH3:19], predict the reactants needed to synthesize it. The reactants are: [I:1][C:2]1[N:7]=[CH:6][N:5]=[C:4]([N:8]2[CH2:13][CH2:12][N:11]([C:14]([O:16][C:17]([CH3:20])([CH3:19])[CH3:18])=[O:15])[CH2:10][CH2:9]2)[C:3]=1[C@@H:21]([CH2:23][C:24]([O:26]C)=[O:25])[CH3:22].O.[OH-].[Li+].Cl. (6) Given the product [Cl:1][C:2]1[CH:14]=[C:13]2[C:5]([C:6]3[C:7](=[O:31])[C:8]4[CH:20]=[C:19]([C:32]#[N:33])[C:18]([O:22][CH2:23][C@H:24]([OH:25])[CH2:28][OH:27])=[CH:17][C:9]=4[C:10]([CH3:15])([CH3:16])[C:11]=3[NH:12]2)=[CH:4][CH:3]=1, predict the reactants needed to synthesize it. The reactants are: [Cl:1][C:2]1[CH:14]=[C:13]2[C:5]([C:6]3[C:7](=[O:31])[C:8]4[CH:20]=[C:19](Br)[C:18]([O:22][CH2:23][C@H:24]5[CH2:28][O:27]C(C)(C)[O:25]5)=[CH:17][C:9]=4[C:10]([CH3:16])([CH3:15])[C:11]=3[NH:12]2)=[CH:4][CH:3]=1.[C:32]([Cu])#[N:33].C(OCC)(=O)C. (7) Given the product [CH3:9][NH:8][C:6]([C:5]1[CH:10]=[CH:11][C:2]([NH:43][C:31]([CH3:36])([CH3:30])[C:33]([OH:35])=[O:34])=[CH:3][C:4]=1[F:12])=[O:7], predict the reactants needed to synthesize it. The reactants are: Br[C:2]1[CH:11]=[CH:10][C:5]([C:6]([NH:8][CH3:9])=[O:7])=[C:4]([F:12])[CH:3]=1.C([O-])([O-])=O.[K+].[K+].C(C1CCCCC1=O)(=O)C.C(O)(=O)[CH2:30][C:31]([CH2:36]C(O)=O)([C:33]([OH:35])=[O:34])O.C[N:43](C=O)C. (8) Given the product [Cl:1][C:2]1[CH:3]=[C:4]([F:30])[C:5]([C:24]2[N:28]=[C:27]([CH3:29])[O:26][N:25]=2)=[C:6]([C:8]2[CH:9]=[C:10]3[C:14](=[CH:15][CH:16]=2)[C@@H:13]([NH:17][C:18]([C:20]2([NH:23][C:37]([C:35]4[CH:36]=[N:31][CH:32]=[N:33][CH:34]=4)=[O:38])[CH2:21][CH2:22]2)=[O:19])[CH2:12][CH2:11]3)[CH:7]=1, predict the reactants needed to synthesize it. The reactants are: [Cl:1][C:2]1[CH:3]=[C:4]([F:30])[C:5]([C:24]2[N:28]=[C:27]([CH3:29])[O:26][N:25]=2)=[C:6]([C:8]2[CH:9]=[C:10]3[C:14](=[CH:15][CH:16]=2)[C@@H:13]([NH:17][C:18]([C:20]2([NH2:23])[CH2:22][CH2:21]2)=[O:19])[CH2:12][CH2:11]3)[CH:7]=1.[N:31]1[CH:36]=[C:35]([C:37](O)=[O:38])[CH:34]=[N:33][CH:32]=1. (9) Given the product [Cl:1][C:2]1[N:7]=[C:6]([C:8]([NH:19][OH:20])=[NH:9])[CH:5]=[C:4]([CH3:10])[N:3]=1, predict the reactants needed to synthesize it. The reactants are: [Cl:1][C:2]1[N:7]=[C:6]([C:8]#[N:9])[CH:5]=[C:4]([CH3:10])[N:3]=1.C(N(CC)CC)C.Cl.[NH2:19][OH:20]. (10) Given the product [NH:11]1[C:15]2[CH:16]=[CH:17][CH:18]=[CH:19][C:14]=2[N:13]=[C:12]1[C@H:8]([NH:9][C:10]([NH:23][C@@H:24]1[CH2:29][CH2:28][CH2:27][CH2:26][C@@H:25]1[OH:30])=[O:20])[CH2:7][C:6]1[CH:21]=[CH:22][C:3]([O:2][CH3:1])=[CH:4][CH:5]=1, predict the reactants needed to synthesize it. The reactants are: [CH3:1][O:2][C:3]1[CH:22]=[CH:21][C:6]([CH2:7][C@@H:8]2[C:12]3=[N:13][C:14]4[CH:19]=[CH:18][CH:17]=[CH:16][C:15]=4[N:11]3[C:10](=[O:20])[NH:9]2)=[CH:5][CH:4]=1.[NH2:23][C@H:24]1[CH2:29][CH2:28][CH2:27][CH2:26][C@H:25]1[OH:30].C(O)(C(F)(F)F)=O.